From a dataset of Full USPTO retrosynthesis dataset with 1.9M reactions from patents (1976-2016). Predict the reactants needed to synthesize the given product. (1) Given the product [CH:1]1([C:4]2[C:5]([O:24][CH2:25][C:26]([F:29])([F:27])[F:28])=[CH:6][C:7]([C:10]([NH:12][C:13]([C:18]3[N:22]=[C:21]([CH3:23])[O:20][N:19]=3)([CH3:17])[C:14]([N:33]3[CH2:34][C:31]([F:35])([F:30])[CH2:32]3)=[O:16])=[O:11])=[N:8][CH:9]=2)[CH2:3][CH2:2]1, predict the reactants needed to synthesize it. The reactants are: [CH:1]1([C:4]2[C:5]([O:24][CH2:25][C:26]([F:29])([F:28])[F:27])=[CH:6][C:7]([C:10]([NH:12][C:13]([C:18]3[N:22]=[C:21]([CH3:23])[O:20][N:19]=3)([CH3:17])[C:14]([OH:16])=O)=[O:11])=[N:8][CH:9]=2)[CH2:3][CH2:2]1.[F:30][C:31]1([F:35])[CH2:34][NH:33][CH2:32]1.Cl. (2) Given the product [CH3:15][O:13][C:12](=[O:14])[CH2:11][C:3]1[CH:4]=[C:5]([OH:10])[C:6]([O:8][CH3:9])=[CH:7][C:2]=1[Br:1], predict the reactants needed to synthesize it. The reactants are: [Br:1][C:2]1[CH:7]=[C:6]([O:8][CH3:9])[C:5]([OH:10])=[CH:4][C:3]=1[CH2:11][C:12]([OH:14])=[O:13].[C:15](=O)(O)[O-].[Na+]. (3) Given the product [CH:1]1([NH:6][C:7]2[N:8]=[C:9]([CH2:13][CH2:14][OH:15])[CH:10]=[CH:11][CH:12]=2)[CH2:2][CH2:3][CH2:4][CH2:5]1, predict the reactants needed to synthesize it. The reactants are: [CH:1]1([NH:6][C:7]2[CH:12]=[CH:11][CH:10]=[C:9]([CH2:13][CH2:14][O:15]C3CCCCO3)[N:8]=2)[CH2:5][CH2:4][CH2:3][CH2:2]1.Cl. (4) The reactants are: [C:1]([N:8]1[CH2:13][CH2:12][C:11](=[O:14])[CH2:10][CH2:9]1)([O:3][C:4]([CH3:7])([CH3:6])[CH3:5])=[O:2].[BH4-].[Na+]. Given the product [C:4]([O:3][C:1]([N:8]1[CH2:13][CH2:12][CH:11]([OH:14])[CH2:10][CH2:9]1)=[O:2])([CH3:7])([CH3:5])[CH3:6], predict the reactants needed to synthesize it. (5) Given the product [F:30][C:27]([F:28])([F:29])[C:19]1[CH:18]=[C:17]([CH:22]=[C:21]([C:23]([F:24])([F:25])[F:26])[CH:20]=1)[C:16]([N:13]1[CH2:14][CH2:15][NH:10][CH2:11][C@H:12]1[CH2:32][C:33]1[CH:38]=[CH:37][C:36]([CH3:39])=[C:35]([OH:40])[CH:34]=1)=[O:31], predict the reactants needed to synthesize it. The reactants are: CO.C([N:10]1[CH2:15][CH2:14][N:13]([C:16](=[O:31])[C:17]2[CH:22]=[C:21]([C:23]([F:26])([F:25])[F:24])[CH:20]=[C:19]([C:27]([F:30])([F:29])[F:28])[CH:18]=2)[C@H:12]([CH2:32][C:33]2[CH:38]=[CH:37][C:36]([CH3:39])=[C:35]([OH:40])[CH:34]=2)[CH2:11]1)C1C=CC=CC=1.C([O-])=O.[NH4+]. (6) Given the product [Cl:30][C:25]1[C:26]([CH:27]([OH:29])[CH3:28])=[C:21]([C:9]2[CH:8]=[CH:7][C:4]([C:5]#[N:6])=[C:3]([O:2][CH3:1])[CH:10]=2)[CH:22]=[N:23][CH:24]=1, predict the reactants needed to synthesize it. The reactants are: [CH3:1][O:2][C:3]1[CH:10]=[C:9](B2OC(C)(C)C(C)(C)O2)[CH:8]=[CH:7][C:4]=1[C:5]#[N:6].Br[C:21]1[CH:22]=[N:23][CH:24]=[C:25]([Cl:30])[C:26]=1[CH:27]([OH:29])[CH3:28].C(Cl)Cl.C([O-])([O-])=O.[Na+].[Na+]. (7) The reactants are: [C:1]([O:4][CH2:5][C:6]1[CH:11]=[C:10]([O:12][CH:13]2[CH2:18][CH2:17][CH2:16][CH2:15][O:14]2)[C:9]([CH2:19][C:20]2[CH:25]=[CH:24][C:23]([O:26][CH3:27])=[CH:22][CH:21]=2)=[C:8](Br)[CH:7]=1)(=[O:3])[CH3:2].[C:29](=O)([O-])[O-].[K+].[K+].CB1OB(C)OB(C)O1.C(OCC)(=O)C. Given the product [C:1]([O:4][CH2:5][C:6]1[CH:11]=[C:10]([O:12][CH:13]2[CH2:18][CH2:17][CH2:16][CH2:15][O:14]2)[C:9]([CH2:19][C:20]2[CH:25]=[CH:24][C:23]([O:26][CH3:27])=[CH:22][CH:21]=2)=[C:8]([CH3:29])[CH:7]=1)(=[O:3])[CH3:2], predict the reactants needed to synthesize it. (8) Given the product [ClH:28].[ClH:28].[Br:29][C:30]1[CH:35]=[CH:34][C:33]([CH2:36][CH2:37][CH2:38][NH:7][C@@H:8]2[CH2:9][CH2:10][C@H:11]([NH:14][C:15]3[N:24]=[C:23]([NH:25][CH3:26])[C:22]4[C:17](=[CH:18][CH:19]=[CH:20][CH:21]=4)[N:16]=3)[CH2:12][CH2:13]2)=[C:32]([O:40][C:41]([F:42])([F:43])[F:44])[CH:31]=1, predict the reactants needed to synthesize it. The reactants are: C(OC(=O)[NH:7][C@H:8]1[CH2:13][CH2:12][C@@H:11]([NH:14][C:15]2[N:24]=[C:23]([NH:25][CH3:26])[C:22]3[C:17](=[CH:18][CH:19]=[CH:20][CH:21]=3)[N:16]=2)[CH2:10][CH2:9]1)(C)(C)C.[ClH:28].[Br:29][C:30]1[CH:35]=[CH:34][C:33]([CH2:36][CH2:37][CH:38]=O)=[C:32]([O:40][C:41]([F:44])([F:43])[F:42])[CH:31]=1.CC(O)=O.[BH3-]C#N.[Na+].C([O-])(O)=O.[Na+].